From a dataset of Forward reaction prediction with 1.9M reactions from USPTO patents (1976-2016). Predict the product of the given reaction. The product is: [ClH:16].[ClH:16].[Cl:16][C:17]1[CH:18]=[CH:19][C:20]([C:23]2[N:24]=[C:25]([NH:28][CH2:8][C:5]3[S:4][C:3]([NH:2][CH3:1])=[N:7][CH:6]=3)[S:26][CH:27]=2)=[CH:21][CH:22]=1. Given the reactants [CH3:1][N:2](C1CCCCO1)[C:3]1[S:4][C:5]([CH:8]=O)=[CH:6][N:7]=1.[Cl:16][C:17]1[CH:22]=[CH:21][C:20]([C:23]2[N:24]=[C:25]([NH2:28])[S:26][CH:27]=2)=[CH:19][CH:18]=1, predict the reaction product.